This data is from Full USPTO retrosynthesis dataset with 1.9M reactions from patents (1976-2016). The task is: Predict the reactants needed to synthesize the given product. (1) Given the product [O:8]=[C:9]1[CH:14]=[C:13]([O:15][CH:16]2[CH2:21][CH2:20][N:19]([C:22]([O:24][C:25]([CH3:28])([CH3:27])[CH3:26])=[O:23])[CH2:18][CH2:17]2)[CH:12]=[CH:11][N:10]1[C:2]1[CH:3]=[N:4][CH:5]=[CH:6][CH:7]=1, predict the reactants needed to synthesize it. The reactants are: I[C:2]1[CH:3]=[N:4][CH:5]=[CH:6][CH:7]=1.[O:8]=[C:9]1[CH:14]=[C:13]([O:15][CH:16]2[CH2:21][CH2:20][N:19]([C:22]([O:24][C:25]([CH3:28])([CH3:27])[CH3:26])=[O:23])[CH2:18][CH2:17]2)[CH:12]=[CH:11][NH:10]1.N1C2C(=CC=CC=2O)C=CC=1.C(=O)([O-])[O-].[Cs+].[Cs+]. (2) Given the product [O:21]1[CH2:25][CH2:24][CH:23]([CH2:26][NH:27][C:13]([C:10]2[CH:9]=[C:8]([CH2:7][O:6][CH2:5][C:4]3[CH:16]=[C:17]([Br:19])[CH:18]=[C:2]([Br:1])[CH:3]=3)[O:12][N:11]=2)=[O:15])[CH2:22]1, predict the reactants needed to synthesize it. The reactants are: [Br:1][C:2]1[CH:3]=[C:4]([CH:16]=[C:17]([Br:19])[CH:18]=1)[CH2:5][O:6][CH2:7][C:8]1[O:12][N:11]=[C:10]([C:13]([OH:15])=O)[CH:9]=1.Cl.[O:21]1[CH2:25][CH2:24][CH:23]([CH2:26][NH2:27])[CH2:22]1.C(N(CC)CC)C.ON1C2C=CC=CC=2N=N1.Cl.C(N=C=NCCCN(C)C)C. (3) Given the product [CH2:1]([O:3][C:4](=[O:7])[CH:5]=[N:18][NH:17][CH2:10][C:11]1[CH:16]=[CH:15][CH:14]=[CH:13][CH:12]=1)[CH3:2], predict the reactants needed to synthesize it. The reactants are: [CH2:1]([O:3][C:4](=[O:7])[CH:5]=O)[CH3:2].Cl.Cl.[CH2:10]([NH:17][NH2:18])[C:11]1[CH:16]=[CH:15][CH:14]=[CH:13][CH:12]=1.C([O-])([O-])=O.[Na+].[Na+].O1CCOCC1.